This data is from Catalyst prediction with 721,799 reactions and 888 catalyst types from USPTO. The task is: Predict which catalyst facilitates the given reaction. (1) Reactant: [Br:1][C:2]1[CH:3]=[C:4]2[CH:10]=[CH:9][NH:8][C:5]2=[N:6][CH:7]=1.C[Si](C)(C)[N-][Si](C)(C)C.[Li+].[CH:21]([Si:24]([CH:29]([CH3:31])[CH3:30])([CH:26]([CH3:28])[CH3:27])Cl)([CH3:23])[CH3:22]. Product: [Br:1][C:2]1[CH:3]=[C:4]2[CH:10]=[CH:9][N:8]([Si:24]([CH:29]([CH3:31])[CH3:30])([CH:26]([CH3:28])[CH3:27])[CH:21]([CH3:23])[CH3:22])[C:5]2=[N:6][CH:7]=1. The catalyst class is: 365. (2) Reactant: [C:1]([OH:9])(=[O:8])[C:2]1[CH:7]=[CH:6][CH:5]=[CH:4][CH:3]=1.[C:10]1(=[O:16])[O:15][C:13](=[O:14])[CH2:12][CH2:11]1. Product: [C:1]([OH:9])(=[O:8])[C:2]1[CH:7]=[CH:6][CH:5]=[CH:4][CH:3]=1.[C:10]([OH:15])(=[O:16])[CH2:11][CH2:12][C:13]([OH:8])=[O:14]. The catalyst class is: 673. (3) The catalyst class is: 742. Product: [N:1]1([CH2:7][CH2:8][O:9][C:10]2[CH:11]=[C:12]3[C:16](=[CH:17][CH:18]=2)[NH:15][C:14]([CH:19]=[O:20])=[CH:13]3)[CH2:6][CH2:5][O:4][CH2:3][CH2:2]1. Reactant: [N:1]1([CH2:7][CH2:8][O:9][C:10]2[CH:11]=[C:12]3[C:16](=[CH:17][CH:18]=2)[NH:15][C:14]([CH2:19][OH:20])=[CH:13]3)[CH2:6][CH2:5][O:4][CH2:3][CH2:2]1. (4) Reactant: [F:1][C:2]1[CH:8]=[CH:7][C:5]([NH2:6])=[CH:4][C:3]=1[O:9][CH3:10].[CH3:11][O:12][CH:13]([O:16][CH3:17])[CH:14]=O. Product: [CH3:11][O:12][CH:13]([O:16][CH3:17])[CH2:14][NH:6][C:5]1[CH:7]=[CH:8][C:2]([F:1])=[C:3]([O:9][CH3:10])[CH:4]=1. The catalyst class is: 29. (5) Reactant: [CH3:1][NH:2][C@H:3]1[CH2:7][CH2:6][N:5]([C:8]2[C:13]([C:14]([O:16][CH:17]([CH3:19])[CH3:18])=[O:15])=[CH:12][CH:11]=[CH:10][N:9]=2)[CH2:4]1.Br[CH2:21][C:22]1[CH:27]=[CH:26][C:25]([CH2:28][CH3:29])=[CH:24][CH:23]=1.C([O-])([O-])=O.[K+].[K+]. Product: [CH2:28]([C:25]1[CH:26]=[CH:27][C:22]([CH2:21][N:2]([CH3:1])[C@H:3]2[CH2:7][CH2:6][N:5]([C:8]3[C:13]([C:14]([O:16][CH:17]([CH3:18])[CH3:19])=[O:15])=[CH:12][CH:11]=[CH:10][N:9]=3)[CH2:4]2)=[CH:23][CH:24]=1)[CH3:29]. The catalyst class is: 21. (6) Reactant: [NH2:1][C:2]1[CH:3]=[CH:4][C:5]([F:16])=[C:6]([C@@:8]2([CH3:15])[NH:13][C:12](=[S:14])[CH2:11][O:10][CH2:9]2)[CH:7]=1.[Cl:17][C:18]1[C:19]([CH:26]=O)=[N:20][N:21]([CH:23]([F:25])[F:24])[CH:22]=1.[B][B][B][B][B][B][B][B][B][B]. Product: [Cl:17][C:18]1[C:19]([CH2:26][NH:1][C:2]2[CH:3]=[CH:4][C:5]([F:16])=[C:6]([C@@:8]3([CH3:15])[NH:13][C:12](=[S:14])[CH2:11][O:10][CH2:9]3)[CH:7]=2)=[N:20][N:21]([CH:23]([F:25])[F:24])[CH:22]=1. The catalyst class is: 5. (7) Reactant: [OH:1][C@H:2]1[CH2:6][CH2:5][N:4]([CH2:7][C@H:8]([C:11]2[CH:12]=[C:13]([CH:19]=[CH:20][CH:21]=2)[O:14][CH2:15][C:16]([OH:18])=O)[NH:9][CH3:10])[CH2:3]1.[CH3:22][CH2:23][N:24](C(C)C)[CH:25](C)[CH3:26].CCN(CC)CC.CN(C(ON1N=NC2C=CC=NC1=2)=[N+](C)C)C.F[P-](F)(F)(F)(F)F. Product: [CH2:23]([N:24]([CH2:25][CH3:26])[C:16](=[O:18])[CH2:15][O:14][C:13]1[CH:19]=[CH:20][CH:21]=[C:11]([C@H:8]([NH:9][CH3:10])[CH2:7][N:4]2[CH2:5][CH2:6][C@H:2]([OH:1])[CH2:3]2)[CH:12]=1)[CH3:22]. The catalyst class is: 9.